From a dataset of Reaction yield outcomes from USPTO patents with 853,638 reactions. Predict the reaction yield, written as a fraction of the theoretical maximum amount of product (1.0 means a 100% yield; for example, 0.34 means a 34% yield). The reactants are O[CH2:2][C:3]1([CH3:9])[CH2:7][O:6][C:5](=[O:8])[NH:4]1.S(Cl)([Cl:12])=O.N1C=CC=CC=1. The catalyst is ClCCCl. The product is [Cl:12][CH2:2][C:3]1([CH3:9])[CH2:7][O:6][C:5](=[O:8])[NH:4]1. The yield is 0.710.